From a dataset of NCI-60 drug combinations with 297,098 pairs across 59 cell lines. Regression. Given two drug SMILES strings and cell line genomic features, predict the synergy score measuring deviation from expected non-interaction effect. (1) Drug 1: CC1=CC=C(C=C1)C2=CC(=NN2C3=CC=C(C=C3)S(=O)(=O)N)C(F)(F)F. Drug 2: C(=O)(N)NO. Cell line: NCI/ADR-RES. Synergy scores: CSS=0.638, Synergy_ZIP=-2.15, Synergy_Bliss=-6.59, Synergy_Loewe=-4.66, Synergy_HSA=-6.67. (2) Drug 1: COC1=NC(=NC2=C1N=CN2C3C(C(C(O3)CO)O)O)N. Cell line: MALME-3M. Drug 2: CC1CCC2CC(C(=CC=CC=CC(CC(C(=O)C(C(C(=CC(C(=O)CC(OC(=O)C3CCCCN3C(=O)C(=O)C1(O2)O)C(C)CC4CCC(C(C4)OC)OCCO)C)C)O)OC)C)C)C)OC. Synergy scores: CSS=5.01, Synergy_ZIP=-3.11, Synergy_Bliss=-0.306, Synergy_Loewe=-22.2, Synergy_HSA=-6.64. (3) Cell line: NCI/ADR-RES. Synergy scores: CSS=31.1, Synergy_ZIP=-6.62, Synergy_Bliss=-2.73, Synergy_Loewe=-24.1, Synergy_HSA=-0.740. Drug 2: C1=CN(C(=O)N=C1N)C2C(C(C(O2)CO)O)O.Cl. Drug 1: C1CCC(CC1)NC(=O)N(CCCl)N=O. (4) Drug 1: C1=CC(=CC=C1CCC2=CNC3=C2C(=O)NC(=N3)N)C(=O)NC(CCC(=O)O)C(=O)O. Drug 2: C1=CC(=C2C(=C1NCCNCCO)C(=O)C3=C(C=CC(=C3C2=O)O)O)NCCNCCO. Cell line: CCRF-CEM. Synergy scores: CSS=62.2, Synergy_ZIP=-3.90, Synergy_Bliss=-6.07, Synergy_Loewe=-4.35, Synergy_HSA=-1.84. (5) Drug 1: CC12CCC(CC1=CCC3C2CCC4(C3CC=C4C5=CN=CC=C5)C)O. Drug 2: CC1C(C(CC(O1)OC2CC(CC3=C2C(=C4C(=C3O)C(=O)C5=C(C4=O)C(=CC=C5)OC)O)(C(=O)CO)O)N)O.Cl. Cell line: SK-MEL-2. Synergy scores: CSS=38.6, Synergy_ZIP=5.77, Synergy_Bliss=3.51, Synergy_Loewe=-20.6, Synergy_HSA=1.91. (6) Drug 1: C(CN)CNCCSP(=O)(O)O. Drug 2: CC12CCC3C(C1CCC2OP(=O)(O)O)CCC4=C3C=CC(=C4)OC(=O)N(CCCl)CCCl.[Na+]. Cell line: HOP-62. Synergy scores: CSS=0.952, Synergy_ZIP=7.25, Synergy_Bliss=13.6, Synergy_Loewe=6.09, Synergy_HSA=1.66. (7) Drug 1: CNC(=O)C1=CC=CC=C1SC2=CC3=C(C=C2)C(=NN3)C=CC4=CC=CC=N4. Drug 2: CCN(CC)CCCC(C)NC1=C2C=C(C=CC2=NC3=C1C=CC(=C3)Cl)OC. Cell line: SW-620. Synergy scores: CSS=54.5, Synergy_ZIP=5.07, Synergy_Bliss=4.57, Synergy_Loewe=-2.80, Synergy_HSA=2.60.